This data is from Catalyst prediction with 721,799 reactions and 888 catalyst types from USPTO. The task is: Predict which catalyst facilitates the given reaction. (1) Reactant: [CH2:1]([C:3]1[S:4][CH:5]=[CH:6][CH:7]=1)[CH3:2].C([Li])CCC.[Br:13][C:14]1[CH:15]=[CH:16][C:17]([O:22][CH3:23])=[C:18]([CH:21]=1)[CH:19]=[O:20].[Cl-].[NH4+]. Product: [Br:13][C:14]1[CH:15]=[CH:16][C:17]([O:22][CH3:23])=[C:18]([CH:19]([C:5]2[S:4][C:3]([CH2:1][CH3:2])=[CH:7][CH:6]=2)[OH:20])[CH:21]=1. The catalyst class is: 7. (2) Reactant: [CH3:1][C:2]1[CH:10]=[CH:9][CH:8]=[C:7]([N+:11]([O-:13])=[O:12])[C:3]=1[C:4]([OH:6])=[O:5].[C:14]([O-])([O-])=O.[K+].[K+].CI. Product: [CH3:1][C:2]1[CH:10]=[CH:9][CH:8]=[C:7]([N+:11]([O-:13])=[O:12])[C:3]=1[C:4]([O:6][CH3:14])=[O:5]. The catalyst class is: 21. (3) Reactant: O[CH2:2][CH2:3][CH:4]1[CH2:9][CH2:8][CH2:7][CH2:6][N:5]1[C:10]([O:12][CH2:13][C:14]1[CH:19]=[CH:18][CH:17]=[CH:16][CH:15]=1)=[O:11].C(Br)(Br)(Br)[Br:21].C1(P(C2C=CC=CC=2)C2C=CC=CC=2)C=CC=CC=1. Product: [Br:21][CH2:2][CH2:3][CH:4]1[CH2:9][CH2:8][CH2:7][CH2:6][N:5]1[C:10]([O:12][CH2:13][C:14]1[CH:19]=[CH:18][CH:17]=[CH:16][CH:15]=1)=[O:11]. The catalyst class is: 4.